The task is: Predict the reactants needed to synthesize the given product.. This data is from Full USPTO retrosynthesis dataset with 1.9M reactions from patents (1976-2016). (1) The reactants are: [NH4+].[N:2]#[C:3][S-:4].[NH2:5][C:6]1[CH:11]=[CH:10][CH:9]=[C:8]([CH3:12])[CH:7]=1. Given the product [CH3:12][C:8]1[CH:7]=[C:6]([NH:5][C:3]([NH2:2])=[S:4])[CH:11]=[CH:10][CH:9]=1, predict the reactants needed to synthesize it. (2) Given the product [Cl-:26].[C:23]([N+:1]1[C:16]([C:17]2[O:21][CH:20]=[CH:19][CH:18]=2)=[C:15]([NH:14][CH:8]2[CH2:13][CH2:12][CH2:11][CH2:10][CH2:9]2)[N:3]2[CH:4]=[CH:5][CH:6]=[CH:7][C:2]=12)(=[O:25])[CH3:24], predict the reactants needed to synthesize it. The reactants are: [NH2:1][C:2]1[CH:7]=[CH:6][CH:5]=[CH:4][N:3]=1.[CH:8]1([N+:14]#[C-:15])[CH2:13][CH2:12][CH2:11][CH2:10][CH2:9]1.[CH:16](=O)[C:17]1[O:21][CH:20]=[CH:19][CH:18]=1.[C:23]([Cl:26])(=[O:25])[CH3:24]. (3) Given the product [Cl:1][C:2]1[CH:7]=[CH:6][N:5]=[CH:4][C:3]=1[C:18]1[N:23]=[C:22]([CH3:24])[N:21]=[C:20]([NH2:25])[CH:19]=1, predict the reactants needed to synthesize it. The reactants are: [Cl:1][C:2]1[CH:7]=[CH:6][N:5]=[CH:4][C:3]=1B1OC(C)(C)C(C)(C)O1.Cl[C:18]1[N:23]=[C:22]([CH3:24])[N:21]=[C:20]([NH2:25])[CH:19]=1.C(=O)([O-])[O-].[Cs+].[Cs+]. (4) Given the product [C:1]([O:5][C:6]([N:8]1[CH2:12][CH:11]([O:13][C:14]2[C:23]3[C:18](=[C:19]([Cl:26])[C:20]([O:24][CH3:25])=[CH:21][CH:22]=3)[N:17]=[C:16]([C:27]3[S:28][CH:29]=[C:30]([CH:32]([CH3:34])[CH3:33])[N:31]=3)[CH:15]=2)[CH2:10][CH:9]1[C:35](=[O:36])[NH:59][C:54]1([C:52]([O:51][CH2:49][CH3:50])=[O:53])[CH2:56][CH:55]1[CH:57]=[CH2:58])=[O:7])([CH3:4])([CH3:3])[CH3:2], predict the reactants needed to synthesize it. The reactants are: [C:1]([O:5][C:6]([N:8]1[CH2:12][CH:11]([O:13][C:14]2[C:23]3[C:18](=[C:19]([Cl:26])[C:20]([O:24][CH3:25])=[CH:21][CH:22]=3)[N:17]=[C:16]([C:27]3[S:28][CH:29]=[C:30]([CH:32]([CH3:34])[CH3:33])[N:31]=3)[CH:15]=2)[CH2:10][CH:9]1[C:35](O)=[O:36])=[O:7])([CH3:4])([CH3:3])[CH3:2].S(C1C=CC(C)=CC=1)(O)(=O)=O.[CH2:49]([O:51][C:52]([C@@:54]1([NH2:59])[CH2:56][C@H:55]1[CH:57]=[CH2:58])=[O:53])[CH3:50].C(N(C(C)C)CC)(C)C.CN(C(ON1N=NC2C=CC=NC1=2)=[N+](C)C)C.F[P-](F)(F)(F)(F)F. (5) Given the product [NH2:8][C:7]1[C:2]([C:12]#[C:11][C:13]2[CH:18]=[CH:17][N:16]=[C:15]([NH:19][C:20](=[O:22])[CH3:21])[CH:14]=2)=[N:3][CH:4]=[CH:5][C:6]=1[O:9][CH3:10], predict the reactants needed to synthesize it. The reactants are: Br[C:2]1[C:7]([NH2:8])=[C:6]([O:9][CH3:10])[CH:5]=[CH:4][N:3]=1.[C:11]([C:13]1[CH:18]=[CH:17][N:16]=[C:15]([NH:19][C:20](=[O:22])[CH3:21])[CH:14]=1)#[CH:12].